From a dataset of Peptide-MHC class II binding affinity with 134,281 pairs from IEDB. Regression. Given a peptide amino acid sequence and an MHC pseudo amino acid sequence, predict their binding affinity value. This is MHC class II binding data. (1) The peptide sequence is YDKFLANVHTVLTGK. The MHC is DRB1_0404 with pseudo-sequence DRB1_0404. The binding affinity (normalized) is 0.621. (2) The peptide sequence is YDKFLADVSTVLTGK. The MHC is DRB1_1602 with pseudo-sequence DRB1_1602. The binding affinity (normalized) is 0.783. (3) The peptide sequence is MGDDGVLACAIATHAKIRD. The MHC is HLA-DQA10501-DQB10301 with pseudo-sequence HLA-DQA10501-DQB10301. The binding affinity (normalized) is 0.759.